This data is from Full USPTO retrosynthesis dataset with 1.9M reactions from patents (1976-2016). The task is: Predict the reactants needed to synthesize the given product. (1) The reactants are: [CH2:1]([N:8]1[CH2:13][CH2:12][CH2:11][CH:10]([O:14][C:15]2[CH:20]=[CH:19][C:18]([N+:21]([O-])=O)=[C:17]([CH2:24][S:25]([C:28]3[C:37]4[C:32](=[CH:33][CH:34]=[CH:35][CH:36]=4)[CH:31]=[CH:30][CH:29]=3)(=[O:27])=[O:26])[CH:16]=2)[CH2:9]1)[C:2]1[CH:7]=[CH:6][CH:5]=[CH:4][CH:3]=1. Given the product [CH2:1]([N:8]1[CH2:13][CH2:12][CH2:11][CH:10]([O:14][C:15]2[CH:20]=[CH:19][C:18]([NH2:21])=[C:17]([CH2:24][S:25]([C:28]3[C:37]4[C:32](=[CH:33][CH:34]=[CH:35][CH:36]=4)[CH:31]=[CH:30][CH:29]=3)(=[O:27])=[O:26])[CH:16]=2)[CH2:9]1)[C:2]1[CH:3]=[CH:4][CH:5]=[CH:6][CH:7]=1, predict the reactants needed to synthesize it. (2) Given the product [CH2:26]([O:25][C:23]([C:4]1[S:3][C:2]([Cl:1])=[N:6][C:5]=1[C:7]1[CH:12]=[CH:11][CH:10]=[C:9]([C:13]([F:16])([F:14])[F:15])[CH:8]=1)=[O:24])[CH3:27], predict the reactants needed to synthesize it. The reactants are: [Cl:1][C:2]1[S:3][CH:4]=[C:5]([C:7]2[CH:12]=[CH:11][CH:10]=[C:9]([C:13]([F:16])([F:15])[F:14])[CH:8]=2)[N:6]=1.C([Li])CCC.Cl[C:23]([O:25][CH2:26][CH3:27])=[O:24].